This data is from Reaction yield outcomes from USPTO patents with 853,638 reactions. The task is: Predict the reaction yield, written as a fraction of the theoretical maximum amount of product (1.0 means a 100% yield; for example, 0.34 means a 34% yield). The reactants are N([O-])=O.[Na+].N[C:6]1[N:7]([C:17]2[C:26]3[C:21](=[CH:22][CH:23]=[CH:24][CH:25]=3)[C:20]([CH:27]3[CH2:29][CH2:28]3)=[CH:19][CH:18]=2)[C:8]([S:11][CH2:12][C:13]([O:15][CH3:16])=[O:14])=[N:9][N:10]=1.ClC(Cl)C(O)=O.ClCCl.C(Br)(Br)[Br:40]. The catalyst is [Cl-].C([N+](CC)(CC)CC)C1C=CC=CC=1. The product is [Br:40][C:6]1[N:7]([C:17]2[C:26]3[C:21](=[CH:22][CH:23]=[CH:24][CH:25]=3)[C:20]([CH:27]3[CH2:29][CH2:28]3)=[CH:19][CH:18]=2)[C:8]([S:11][CH2:12][C:13]([O:15][CH3:16])=[O:14])=[N:9][N:10]=1. The yield is 0.850.